The task is: Predict the reactants needed to synthesize the given product.. This data is from Full USPTO retrosynthesis dataset with 1.9M reactions from patents (1976-2016). Given the product [NH2:2][C:3]1[C:4]([C:8]([O:10][CH3:11])=[O:9])=[CH:5][S:6][CH:7]=1, predict the reactants needed to synthesize it. The reactants are: Cl.[NH2:2][C:3]1[C:4]([C:8]([O:10][CH3:11])=[O:9])=[CH:5][S:6][CH:7]=1.N.